Dataset: Forward reaction prediction with 1.9M reactions from USPTO patents (1976-2016). Task: Predict the product of the given reaction. (1) Given the reactants I[C:2]1[C:10]2[C:5](=[CH:6][CH:7]=[C:8]([N:11]([S:19]([C:22]3[CH:27]=[CH:26][CH:25]=[CH:24][C:23]=3[S:28]([CH3:31])(=[O:30])=[O:29])(=[O:21])=[O:20])C(OC(C)(C)C)=O)[CH:9]=2)[N:4](C(OC(C)(C)C)=O)[N:3]=1.[S:39]1[CH:43]=[CH:42][C:41](B(O)O)=[CH:40]1.C(=O)([O-])O.[Na+], predict the reaction product. The product is: [CH3:31][S:28]([C:23]1[CH:24]=[CH:25][CH:26]=[CH:27][C:22]=1[S:19]([NH:11][C:8]1[CH:9]=[C:10]2[C:5](=[CH:6][CH:7]=1)[NH:4][N:3]=[C:2]2[C:41]1[CH:42]=[CH:43][S:39][CH:40]=1)(=[O:21])=[O:20])(=[O:30])=[O:29]. (2) Given the reactants [CH3:1][CH:2]([O:4][C:5]1[CH:6]=[C:7]([OH:11])[CH:8]=[CH:9][CH:10]=1)[CH3:3].CC([O-])(C)C.[K+].Cl[C:19]1[CH:24]=[CH:23][C:22]([N+:25]([O-:27])=[O:26])=[CH:21][N:20]=1, predict the reaction product. The product is: [CH3:3][CH:2]([O:4][C:5]1[CH:6]=[C:7]([O:11][C:19]2[CH:24]=[CH:23][C:22]([N+:25]([O-:27])=[O:26])=[CH:21][N:20]=2)[CH:8]=[CH:9][CH:10]=1)[CH3:1]. (3) The product is: [F:17][C:5]1[C:6]([C:8]2[CH:13]=[CH:12][C:11]([F:14])=[CH:10][C:9]=2[O:15][CH3:16])=[N:7][C:2]([NH:23][C:22]2[CH:24]=[C:25]([CH2:27][S:28][CH3:29])[CH:26]=[C:20]([O:19][CH3:18])[CH:21]=2)=[N:3][CH:4]=1. Given the reactants Cl[C:2]1[N:7]=[C:6]([C:8]2[CH:13]=[CH:12][C:11]([F:14])=[CH:10][C:9]=2[O:15][CH3:16])[C:5]([F:17])=[CH:4][N:3]=1.[CH3:18][O:19][C:20]1[CH:21]=[C:22]([CH:24]=[C:25]([CH2:27][S:28][CH3:29])[CH:26]=1)[NH2:23], predict the reaction product. (4) Given the reactants C(O)(=O)C.[CH3:5][C:6]1([CH3:33])[N:11]=[C:10]([NH:12][CH2:13][C:14]2[CH:19]=[CH:18][C:17]([O:20][CH3:21])=[CH:16][CH:15]=2)[NH:9][C:8]([NH:22][CH2:23][CH2:24][CH2:25][CH2:26][CH2:27][CH2:28][CH2:29][CH2:30][CH2:31][CH3:32])=[N:7]1.[C:34]([OH:40])(=[O:39])[CH2:35][C:36]([OH:38])=[O:37], predict the reaction product. The product is: [C:34]([OH:40])(=[O:39])[CH2:35][C:36]([OH:38])=[O:37].[CH3:5][C:6]1([CH3:33])[N:11]=[C:10]([NH:12][CH2:13][C:14]2[CH:19]=[CH:18][C:17]([O:20][CH3:21])=[CH:16][CH:15]=2)[NH:9][C:8]([NH:22][CH2:23][CH2:24][CH2:25][CH2:26][CH2:27][CH2:28][CH2:29][CH2:30][CH2:31][CH3:32])=[N:7]1. (5) Given the reactants [F:1][C:2]([F:29])([F:28])[C:3]1[CH:4]=[C:5]([CH:21]=[C:22]([C:24]([F:27])([F:26])[F:25])[CH:23]=1)[CH2:6][O:7][CH2:8][C:9]1([CH2:18][CH2:19]O)[C:17]2[C:12](=[CH:13][CH:14]=[CH:15][CH:16]=2)[CH2:11][O:10]1.[C:30]1(=[O:40])[C:38]2[C:33](=[CH:34][CH:35]=[CH:36][CH:37]=2)[C:32](=[O:39])[NH:31]1.C1(P(C2C=CC=CC=2)C2C=CC=CC=2)C=CC=CC=1.N(C(OCC)=O)=NC(OCC)=O, predict the reaction product. The product is: [F:26][C:24]([F:25])([F:27])[C:22]1[CH:21]=[C:5]([CH:4]=[C:3]([C:2]([F:29])([F:28])[F:1])[CH:23]=1)[CH2:6][O:7][CH2:8][C:9]1([CH2:18][CH2:19][N:31]2[C:32](=[O:39])[C:33]3[C:38](=[CH:37][CH:36]=[CH:35][CH:34]=3)[C:30]2=[O:40])[C:17]2[C:12](=[CH:13][CH:14]=[CH:15][CH:16]=2)[CH2:11][O:10]1. (6) Given the reactants [O:1]=[C:2]1[N:10](COCC[Si](C)(C)C)[C:9]2[C:4](=[N:5][C:6]([C:19]3[N:23]4[CH:24]=[C:25]([C:28]#[N:29])[CH:26]=[CH:27][C:22]4=[N:21][CH:20]=3)=[N:7][CH:8]=2)[N:3]1[CH:30]1[CH2:35][CH2:34][O:33][CH2:32][CH2:31]1, predict the reaction product. The product is: [O:1]=[C:2]1[NH:10][C:9]2[C:4](=[N:5][C:6]([C:19]3[N:23]4[CH:24]=[C:25]([C:28]#[N:29])[CH:26]=[CH:27][C:22]4=[N:21][CH:20]=3)=[N:7][CH:8]=2)[N:3]1[CH:30]1[CH2:35][CH2:34][O:33][CH2:32][CH2:31]1. (7) Given the reactants [NH:1]1[C:9]2[C:4](=[CH:5][C:6]([NH2:10])=[CH:7][CH:8]=2)[CH:3]=[CH:2]1.Br[C:12]1[CH:21]=[CH:20][C:19]([CH:22]2[CH2:24][CH2:23]2)=[CH:18][C:13]=1[C:14]([O:16][CH3:17])=[O:15].C(=O)([O-])[O-].[Cs+].[Cs+].C1(C)C=CC=CC=1, predict the reaction product. The product is: [NH:1]1[C:9]2[C:4](=[CH:5][C:6]([NH:10][C:12]3[CH:21]=[CH:20][C:19]([CH:22]4[CH2:24][CH2:23]4)=[CH:18][C:13]=3[C:14]([O:16][CH3:17])=[O:15])=[CH:7][CH:8]=2)[CH:3]=[CH:2]1.